From a dataset of Full USPTO retrosynthesis dataset with 1.9M reactions from patents (1976-2016). Predict the reactants needed to synthesize the given product. (1) The reactants are: [CH:1]1([NH:4][C:5](=[O:31])[C:6]2[CH:11]=[CH:10][C:9]([C:12]3[N:16]4[CH:17]=[C:18]([C:25]5[CH:30]=[CH:29][CH:28]=[CH:27][CH:26]=5)[N:19]=[C:20](S(C)(=O)=O)[C:15]4=[N:14][CH:13]=3)=[CH:8][CH:7]=2)[CH2:3][CH2:2]1.[NH2:32][CH2:33][CH2:34][C:35]#[C:36][CH2:37][NH:38][C:39](=[O:45])[O:40][C:41]([CH3:44])([CH3:43])[CH3:42].C1(C)C=CC=CC=1. Given the product [CH:1]1([NH:4][C:5]([C:6]2[CH:11]=[CH:10][C:9]([C:12]3[N:16]4[CH:17]=[C:18]([C:25]5[CH:30]=[CH:29][CH:28]=[CH:27][CH:26]=5)[N:19]=[C:20]([NH:32][CH2:33][CH2:34][C:35]#[C:36][CH2:37][NH:38][C:39](=[O:45])[O:40][C:41]([CH3:43])([CH3:42])[CH3:44])[C:15]4=[N:14][CH:13]=3)=[CH:8][CH:7]=2)=[O:31])[CH2:3][CH2:2]1, predict the reactants needed to synthesize it. (2) The reactants are: [CH:1]1([CH2:6][C:7]([NH:9][C:10]2[C:15]([CH3:16])=[CH:14][C:13]([N+:17]([O-])=O)=[CH:12][C:11]=2[CH3:20])=[O:8])[CH2:5][CH2:4][CH2:3][CH2:2]1.C(=O)([O-])[O-].[Na+].[Na+]. Given the product [NH2:17][C:13]1[CH:12]=[C:11]([CH3:20])[C:10]([NH:9][C:7](=[O:8])[CH2:6][CH:1]2[CH2:5][CH2:4][CH2:3][CH2:2]2)=[C:15]([CH3:16])[CH:14]=1, predict the reactants needed to synthesize it.